This data is from Forward reaction prediction with 1.9M reactions from USPTO patents (1976-2016). The task is: Predict the product of the given reaction. (1) Given the reactants [C:1]12([NH2:11])[CH2:10][CH:5]3[CH2:6][CH:7]([CH2:9][CH:3]([CH2:4]3)[CH2:2]1)[CH2:8]2.[Br:12][C:13]1[CH:17]=[CH:16][S:15][C:14]=1[CH:18]=O, predict the reaction product. The product is: [Br:12][C:13]1[CH:17]=[CH:16][S:15][C:14]=1[CH2:18][NH:11][C:1]12[CH2:8][CH:7]3[CH2:6][CH:5]([CH2:4][CH:3]([CH2:9]3)[CH2:2]1)[CH2:10]2. (2) Given the reactants [CH3:1][O:2][C:3]1[CH:12]=[C:11]2[C:6]([CH:7]=[CH:8][C:9](=[O:33])[N:10]2[CH2:13][CH2:14][N:15]2[CH2:20][CH2:19][CH2:18][C@@H:17]([CH2:21][NH:22]C(=O)OCC3C=CC=CC=3)[CH2:16]2)=[N:5][CH:4]=1, predict the reaction product. The product is: [NH2:22][CH2:21][C@@H:17]1[CH2:18][CH2:19][CH2:20][N:15]([CH2:14][CH2:13][N:10]2[C:11]3[C:6](=[N:5][CH:4]=[C:3]([O:2][CH3:1])[CH:12]=3)[CH:7]=[CH:8][C:9]2=[O:33])[CH2:16]1. (3) Given the reactants C(OC([N:8]1[CH2:15][CH:14]2[CH:10]([CH2:11][N:12]([C:16](=[O:29])[CH2:17][N:18]3[C:22]([CH3:23])=[C:21]([Cl:24])[C:20]([C:25]([F:28])([F:27])[F:26])=[N:19]3)[CH2:13]2)[CH2:9]1)=O)(C)(C)C.FC(F)(F)C(O)=O, predict the reaction product. The product is: [Cl:24][C:21]1[C:20]([C:25]([F:28])([F:26])[F:27])=[N:19][N:18]([CH2:17][C:16]([N:12]2[CH2:13][CH:14]3[CH:10]([CH2:9][NH:8][CH2:15]3)[CH2:11]2)=[O:29])[C:22]=1[CH3:23]. (4) Given the reactants Cl[C:2]1[CH:7]=[CH:6][N:5]=[C:4]2[CH:8]=[C:9]([C:11]3[N:16]=[CH:15][C:14]([CH2:17][CH2:18][N:19]4[CH2:23][CH2:22][CH2:21][C:20]4=[O:24])=[CH:13][CH:12]=3)[S:10][C:3]=12.[F:25][C:26]1[CH:31]=[C:30]([N+:32]([O-:34])=[O:33])[CH:29]=[CH:28][C:27]=1[OH:35].C(=O)([O-])[O-].[K+].[K+], predict the reaction product. The product is: [F:25][C:26]1[CH:31]=[C:30]([N+:32]([O-:34])=[O:33])[CH:29]=[CH:28][C:27]=1[O:35][C:2]1[CH:7]=[CH:6][N:5]=[C:4]2[CH:8]=[C:9]([C:11]3[N:16]=[CH:15][C:14]([CH2:17][CH2:18][N:19]4[CH2:23][CH2:22][CH2:21][C:20]4=[O:24])=[CH:13][CH:12]=3)[S:10][C:3]=12. (5) The product is: [CH3:12][N:11]1[CH2:10][CH2:9][N:8]([C:13]2[C:22]3[CH:21]=[C:20]([CH3:23])[S:19][C:18]=3[NH:17][C:16]3[CH:24]=[CH:25][CH:26]=[CH:27][C:15]=3[N:14]=2)[CH2:7][C@@H:6]1[CH2:5][O:4][CH2:1][CH2:2][CH3:3]. Given the reactants [CH2:1]([O:4][CH2:5][C@@H:6]1[N:11]([CH3:12])[CH2:10][CH2:9][N:8]([C:13]2[C:22]3[CH:21]=[C:20]([CH3:23])[S:19][C:18]=3[NH:17][C:16]3[CH:24]=[CH:25][CH:26]=[CH:27][C:15]=3[N:14]=2)[CH2:7]1)[CH:2]=[CH2:3], predict the reaction product. (6) Given the reactants [Br-:1].[CH3:2][N:3]([CH3:39])[C:4]1[CH:5]=[CH:6][C:7]2[C:16]([CH:17]=1)=[O+:15][C:14]1[C:9](=[CH:10][CH:11]=[C:12]([N:18]([CH3:20])[CH3:19])[CH:13]=1)[C:8]=2[C:21]1[CH:26]=[CH:25][C:24]([N+:27]([O-])=O)=[C:23]([NH2:30])[C:22]=1[C:31]([O:33][CH2:34][O:35][C:36](=[O:38])[CH3:37])=[O:32], predict the reaction product. The product is: [Br-:1].[CH3:20][N:18]([CH3:19])[C:12]1[CH:11]=[CH:10][C:9]2[C:14]([CH:13]=1)=[O+:15][C:16]1[C:7](=[CH:6][CH:5]=[C:4]([N:3]([CH3:2])[CH3:39])[CH:17]=1)[C:8]=2[C:21]1[CH:26]=[CH:25][C:24]([NH2:27])=[C:23]([NH2:30])[C:22]=1[C:31]([O:33][CH2:34][O:35][C:36](=[O:38])[CH3:37])=[O:32]. (7) Given the reactants [CH3:1][C@@:2]1([OH:24])[C@H:6]([OH:7])[C@@H:5]([CH2:8][OH:9])[O:4][C@H:3]1[N:10]1[CH:23]=[C:14]2[CH:15]=[CH:16][C:17]3[C:18](=[O:22])[NH:19][N:20]=[CH:21][C:12]([C:13]=32)=[N:11]1.[Br:25]N1C(=O)CCC1=O.CN([CH:36]=[O:37])C, predict the reaction product. The product is: [CH3:1][C@@:2]1([OH:24])[C@H:6]([OH:7])[C@@H:5]([CH2:8][OH:9])[O:4][C@H:3]1[N:10]1[CH:23]=[C:14]2[CH:15]([O:37][CH3:36])[CH:16]([Br:25])[C:17]3[C:18](=[O:22])[NH:19][N:20]=[CH:21][C:12]([C:13]=32)=[N:11]1.